This data is from Reaction yield outcomes from USPTO patents with 853,638 reactions. The task is: Predict the reaction yield, written as a fraction of the theoretical maximum amount of product (1.0 means a 100% yield; for example, 0.34 means a 34% yield). (1) The reactants are [N:1]1[CH:6]=[CH:5][C:4](/[CH:7]=[CH:8]/[C:9]([O:11][C:12]([CH3:15])([CH3:14])[CH3:13])=[O:10])=[CH:3][CH:2]=1.ClC1C=CC=C(C(OO)=O)C=1.C[Si]([C:31]#[N:32])(C)C.CN(C)C(Cl)=O. The catalyst is C(OCC)(=O)C.O. The product is [C:31]([C:2]1[CH:3]=[C:4](/[CH:7]=[CH:8]/[C:9]([O:11][C:12]([CH3:15])([CH3:14])[CH3:13])=[O:10])[CH:5]=[CH:6][N:1]=1)#[N:32]. The yield is 0.990. (2) The reactants are [H-].[Na+].[NH:3]1[C:11]2[C:6](=[CH:7][CH:8]=[CH:9][CH:10]=2)[CH2:5][CH2:4]1.[CH3:12]I. The catalyst is O1CCCC1.C(O)C. The product is [CH3:12][N:3]1[C:11]2[C:6](=[CH:7][CH:8]=[CH:9][CH:10]=2)[CH2:5][CH2:4]1. The yield is 0.600. (3) The reactants are [CH3:1][S:2][C:3]1[CH:8]=[CH:7][C:6]([CH2:9][CH2:10][C:11]([OH:13])=[O:12])=[CH:5][CH:4]=1.[CH:14]1N=CN(C(N2C=NC=C2)=O)C=1.CO. The catalyst is CN(C=O)C. The product is [CH3:1][S:2][C:3]1[CH:4]=[CH:5][C:6]([CH2:9][CH2:10][C:11]([O:13][CH3:14])=[O:12])=[CH:7][CH:8]=1. The yield is 0.720. (4) The reactants are [Br:1][C:2]1[CH:7]=[CH:6][C:5]([C:8]2[CH2:12][CH:11]([CH2:13][OH:14])[O:10][N:9]=2)=[CH:4][C:3]=1[F:15].C(N(CC)CC)C.[Si:23](Cl)([C:26]([CH3:29])([CH3:28])[CH3:27])([CH3:25])[CH3:24]. The catalyst is ClCCl.CN(C)C1C=CN=CC=1. The product is [Br:1][C:2]1[CH:7]=[CH:6][C:5]([C:8]2[CH2:12][CH:11]([CH2:13][O:14][Si:23]([C:26]([CH3:29])([CH3:28])[CH3:27])([CH3:25])[CH3:24])[O:10][N:9]=2)=[CH:4][C:3]=1[F:15]. The yield is 0.870. (5) The reactants are Br[C:2]1[C:3]([F:18])=[C:4]2[C:8](=[CH:9][CH:10]=1)[N:7]([C:11]([O:13][C:14]([CH3:17])([CH3:16])[CH3:15])=[O:12])[CH2:6][CH2:5]2.[CH3:19][N:20]1[CH:24]=[C:23](B2OC(C)(C)C(C)(C)O2)[CH:22]=[N:21]1.C([O-])([O-])=O.[Na+].[Na+]. The catalyst is O1CCOCC1.O.C1C=CC(P(C2C=CC=CC=2)[C-]2C=CC=C2)=CC=1.C1C=CC(P(C2C=CC=CC=2)[C-]2C=CC=C2)=CC=1.Cl[Pd]Cl.[Fe+2]. The product is [F:18][C:3]1[C:2]([C:23]2[CH:22]=[N:21][N:20]([CH3:19])[CH:24]=2)=[CH:10][CH:9]=[C:8]2[C:4]=1[CH2:5][CH2:6][N:7]2[C:11]([O:13][C:14]([CH3:17])([CH3:16])[CH3:15])=[O:12]. The yield is 0.750. (6) The reactants are Cl.C(N=C=NCCCN(C)C)C.[Cl:13][C:14]1[CH:15]=[N+:16]([O-:39])[CH:17]=[C:18]([Cl:38])[C:19]=1[CH2:20][C@@H:21]([C:23]1[CH:28]=[CH:27][C:26]([O:29][CH:30]([F:32])[F:31])=[C:25]([O:33][CH2:34][CH:35]2[CH2:37][CH2:36]2)[CH:24]=1)[OH:22].[O:40]=[C:41]1[C:50](=[O:51])[NH:49][C:48]2[C:43](=[CH:44][CH:45]=[CH:46][CH:47]=2)[N:42]1[CH2:52][C:53](O)=[O:54]. The catalyst is CN(C)C1C=CN=CC=1.C(Cl)Cl. The product is [Cl:13][C:14]1[CH:15]=[N+:16]([O-:39])[CH:17]=[C:18]([Cl:38])[C:19]=1[CH2:20][C@@H:21]([C:23]1[CH:28]=[CH:27][C:26]([O:29][CH:30]([F:32])[F:31])=[C:25]([O:33][CH2:34][CH:35]2[CH2:37][CH2:36]2)[CH:24]=1)[O:22][C:53](=[O:54])[CH2:52][N:42]1[C:43]2[C:48](=[CH:47][CH:46]=[CH:45][CH:44]=2)[NH:49][C:50](=[O:51])[C:41]1=[O:40]. The yield is 0.800. (7) The reactants are [S:1]1[CH2:5][CH2:4][C:3]2[CH:6]=[CH:7][CH:8]=[CH:9][C:2]1=2.[Br:10]Br.C(=O)([O-])O.[Na+]. The catalyst is ClCCl.[Fe]. The product is [Br:10][C:7]1[CH:8]=[CH:9][C:2]2[S:1][CH2:5][CH2:4][C:3]=2[CH:6]=1. The yield is 0.630. (8) The reactants are C([Si]([O:18][CH2:19][C:20]1[CH:25]=[CH:24][CH:23]=[CH:22][C:21]=1[CH:26]([S:35]([C:38]1[CH:43]=[CH:42][C:41]([Cl:44])=[CH:40][CH:39]=1)(=[O:37])=[O:36])[CH2:27][CH2:28][CH2:29][CH2:30][S:31]([CH3:34])(=[O:33])=[O:32])(C1C=CC=CC=1)C1C=CC=CC=1)(C)(C)C.[F-].C([N+](CCCC)(CCCC)CCCC)CCC.O.CO. The catalyst is O1CCCC1. The product is [Cl:44][C:41]1[CH:42]=[CH:43][C:38]([S:35]([CH:26]([C:21]2[CH:22]=[CH:23][CH:24]=[CH:25][C:20]=2[CH2:19][OH:18])[CH2:27][CH2:28][CH2:29][CH2:30][S:31]([CH3:34])(=[O:33])=[O:32])(=[O:36])=[O:37])=[CH:39][CH:40]=1. The yield is 0.610. (9) The reactants are [CH3:1][CH:2]([O:9][N:10]1[C:15]([CH3:17])([CH3:16])[CH2:14][O:13][C:12](=[O:18])[C:11]1([CH2:20][CH3:21])[CH3:19])[C:3]1[CH:8]=[CH:7][CH:6]=[CH:5][CH:4]=1.[C:22](OOC(C)(C)C)(C)(C)C. The catalyst is C(C1C=CC=CC=1)C. The product is [CH3:1][CH:2]([O:9][N:10]1[C:15]([CH3:16])([CH3:17])[CH2:14][O:13][C:12](=[O:18])[C:11]1([CH2:19][CH3:22])[CH2:20][CH3:21])[C:3]1[CH:8]=[CH:7][CH:6]=[CH:5][CH:4]=1. The yield is 0.520.